This data is from Reaction yield outcomes from USPTO patents with 853,638 reactions. The task is: Predict the reaction yield, written as a fraction of the theoretical maximum amount of product (1.0 means a 100% yield; for example, 0.34 means a 34% yield). (1) The reactants are [CH3:1][O:2][P:3]([CH2:7][C:8](=[O:29])[CH:9]([N:14]([CH2:22][C:23]1[CH:28]=[CH:27][CH:26]=[CH:25][CH:24]=1)[CH2:15][C:16]1[CH:21]=[CH:20][CH:19]=[CH:18][CH:17]=1)[CH2:10][CH:11]([CH3:13])[CH3:12])(=[O:6])[O:4][CH3:5].C1COCC1.[BH4-].[Na+].Cl. The catalyst is CO. The product is [CH3:1][O:2][P:3]([CH2:7][CH:8]([OH:29])[CH:9]([N:14]([CH2:22][C:23]1[CH:24]=[CH:25][CH:26]=[CH:27][CH:28]=1)[CH2:15][C:16]1[CH:21]=[CH:20][CH:19]=[CH:18][CH:17]=1)[CH2:10][CH:11]([CH3:13])[CH3:12])(=[O:6])[O:4][CH3:5]. The yield is 0.649. (2) The reactants are [CH3:1][C:2]1[C:19]([C:20]#[N:21])=[C:6]2[N:7]=[C:8]([C:10]3[CH:15]=[CH:14][CH:13]=[CH:12][C:11]=3[N+:16]([O-])=O)[O:9][C:5]2=[C:4]([N:22]2[CH2:26][CH2:25][C@H:24]([N:27]([CH3:29])[CH3:28])[CH2:23]2)[C:3]=1[C:30]1[CH:35]=[CH:34][CH:33]=[CH:32][CH:31]=1.[H][H]. The catalyst is [C].[Pd].C(OCC)(=O)C. The product is [NH2:16][C:11]1[CH:12]=[CH:13][CH:14]=[CH:15][C:10]=1[C:8]1[O:9][C:5]2[C:6](=[C:19]([C:20]#[N:21])[C:2]([CH3:1])=[C:3]([C:30]3[CH:35]=[CH:34][CH:33]=[CH:32][CH:31]=3)[C:4]=2[N:22]2[CH2:26][CH2:25][C@H:24]([N:27]([CH3:28])[CH3:29])[CH2:23]2)[N:7]=1. The yield is 0.550.